This data is from Catalyst prediction with 721,799 reactions and 888 catalyst types from USPTO. The task is: Predict which catalyst facilitates the given reaction. (1) Reactant: [F:1][C:2]1[CH:7]=[CH:6][C:5]([CH:8]2[C:12]3([CH2:17][CH2:16][CH2:15][N:14]([C:18](=[O:45])[C@H:19]([NH:30][C:31](=[O:44])[C:32]([N:35](C)[C:36](=O)OC(C)(C)C)([CH3:34])[CH3:33])[CH2:20][O:21][CH2:22][C:23]4[CH:28]=[CH:27][C:26]([CH3:29])=[CH:25][CH:24]=4)[CH2:13]3)[C:11](=[O:46])[N:10]([CH3:47])[CH2:9]2)=[CH:4][CH:3]=1.C(O)(C(F)(F)F)=O. Product: [F:1][C:2]1[CH:7]=[CH:6][C:5]([CH:8]2[C:12]3([CH2:17][CH2:16][CH2:15][N:14]([C:18](=[O:45])[C@H:19]([NH:30][C:31](=[O:44])[C:32]([CH3:33])([NH:35][CH3:36])[CH3:34])[CH2:20][O:21][CH2:22][C:23]4[CH:24]=[CH:25][C:26]([CH3:29])=[CH:27][CH:28]=4)[CH2:13]3)[C:11](=[O:46])[N:10]([CH3:47])[CH2:9]2)=[CH:4][CH:3]=1. The catalyst class is: 2. (2) Reactant: [OH:1][C:2]1[C:11]([O:12][CH3:13])=[CH:10][CH:9]=[CH:8][C:3]=1[C:4]([O:6]C)=[O:5].[CH2:14](Br)[CH:15]=[CH2:16].C(=O)([O-])[O-].[K+].[K+]. Product: [CH2:16]([O:1][C:2]1[C:11]([O:12][CH3:13])=[CH:10][CH:9]=[CH:8][C:3]=1[C:4]([OH:6])=[O:5])[CH:15]=[CH2:14]. The catalyst class is: 131. (3) Reactant: Cl[CH2:2][CH2:3][CH2:4][N:5]=[CH:6][C:7]1[CH:12]=[CH:11][CH:10]=[C:9]([F:13])[CH:8]=1.[Li].C(C1C=CC(C2C=CC(C(C)(C)C)=CC=2)=CC=1)(C)(C)C. Product: [F:13][C:9]1[CH:8]=[C:7]([CH:6]2[CH2:2][CH2:3][CH2:4][NH:5]2)[CH:12]=[CH:11][CH:10]=1. The catalyst class is: 1. (4) Reactant: [NH2:1][C:2]1[N:6]([CH:7]2[CH2:12][CH2:11][CH2:10][N:9]([C:13]([O:15][CH2:16][C:17]3[CH:22]=[CH:21][CH:20]=[CH:19][CH:18]=3)=[O:14])[CH2:8]2)[N:5]=[C:4]([C:23]2[CH:28]=[CH:27][C:26](I)=[CH:25][CH:24]=2)[C:3]=1[C:30]#[N:31].[B:32]1([B:32]2[O:36][C:35]([CH3:38])([CH3:37])[C:34]([CH3:40])([CH3:39])[O:33]2)[O:36][C:35]([CH3:38])([CH3:37])[C:34]([CH3:40])([CH3:39])[O:33]1.C([O-])(=O)C.[K+]. Product: [NH2:1][C:2]1[N:6]([CH:7]2[CH2:12][CH2:11][CH2:10][N:9]([C:13]([O:15][CH2:16][C:17]3[CH:22]=[CH:21][CH:20]=[CH:19][CH:18]=3)=[O:14])[CH2:8]2)[N:5]=[C:4]([C:23]2[CH:28]=[CH:27][C:26]([B:32]3[O:36][C:35]([CH3:38])([CH3:37])[C:34]([CH3:40])([CH3:39])[O:33]3)=[CH:25][CH:24]=2)[C:3]=1[C:30]#[N:31]. The catalyst class is: 418. (5) Reactant: [N+:1]([CH3:4])([O-:3])=[O:2].[Cl:5][C:6]1[CH:7]=[C:8](/[C:13](/[C:30]([F:33])([F:32])[F:31])=[CH:14]\[C:15]([C:17]2[CH:18]=[CH:19][C:20]([N:25]3[CH:29]=[N:28][CH:27]=[N:26]3)=[C:21]([CH:24]=2)[C:22]#[N:23])=[O:16])[CH:9]=[C:10]([Cl:12])[CH:11]=1.C(=O)([O-])[O-].[K+].[K+].O. Product: [Cl:5][C:6]1[CH:7]=[C:8]([C@:13]([CH2:4][N+:1]([O-:3])=[O:2])([C:30]([F:31])([F:33])[F:32])[CH2:14][C:15]([C:17]2[CH:18]=[CH:19][C:20]([N:25]3[CH:29]=[N:28][CH:27]=[N:26]3)=[C:21]([CH:24]=2)[C:22]#[N:23])=[O:16])[CH:9]=[C:10]([Cl:12])[CH:11]=1. The catalyst class is: 11.